Dataset: Catalyst prediction with 721,799 reactions and 888 catalyst types from USPTO. Task: Predict which catalyst facilitates the given reaction. (1) Reactant: [CH3:1][O:2][C:3]1[CH:10]=[CH:9][C:8]([O:11][C:12]([F:15])([F:14])[F:13])=[CH:7][C:4]=1[CH:5]=[O:6].[CH3:16][Mg]Br. Product: [OH:6][CH:5]([C:4]1[CH:7]=[C:8]([O:11][C:12]([F:13])([F:14])[F:15])[CH:9]=[CH:10][C:3]=1[O:2][CH3:1])[CH3:16]. The catalyst class is: 7. (2) Reactant: [CH2:1]([N:3]([CH2:13][CH3:14])[C:4](=[O:12])[CH2:5][N:6]1[CH2:11][CH2:10][NH:9][CH2:8][CH2:7]1)[CH3:2].Cl[C:16]1[N:21]=[C:20]([CH2:22][OH:23])[CH:19]=[CH:18][CH:17]=1. Product: [CH2:13]([N:3]([CH2:1][CH3:2])[C:4](=[O:12])[CH2:5][N:6]1[CH2:11][CH2:10][N:9]([C:16]2[CH:17]=[CH:18][CH:19]=[C:20]([CH2:22][OH:23])[N:21]=2)[CH2:8][CH2:7]1)[CH3:14]. The catalyst class is: 8. (3) Reactant: [CH3:1][O:2][C:3]1[CH:4]=[CH:5][C:6]([N:11]2[C:20](=[O:21])[C:19]3[C:14](=[CH:15][C:16]([C:22](O)=[O:23])=[CH:17][CH:18]=3)[NH:13][C:12]2=[S:25])=[N:7][C:8]=1[O:9][CH3:10].[Cl:26][C:27]1[CH:28]=[C:29]([CH:32]=[CH:33][CH:34]=1)[CH2:30][NH2:31].CCN(C(C)C)C(C)C.CN(C(ON1N=NC2C=CC=NC1=2)=[N+](C)C)C.F[P-](F)(F)(F)(F)F. The catalyst class is: 3. Product: [Cl:26][C:27]1[CH:28]=[C:29]([CH:32]=[CH:33][CH:34]=1)[CH2:30][NH:31][C:22]([C:16]1[CH:15]=[C:14]2[C:19]([C:20](=[O:21])[N:11]([C:6]3[CH:5]=[CH:4][C:3]([O:2][CH3:1])=[C:8]([O:9][CH3:10])[N:7]=3)[C:12](=[S:25])[NH:13]2)=[CH:18][CH:17]=1)=[O:23]. (4) Reactant: [CH3:1][C:2]([O:5][C:6]([N:8]1[C@H:12]([C:13]([OH:15])=O)[CH2:11][C@@H:10]([NH:16][C:17]([O:19][CH2:20][CH:21]2[C:33]3[C:28](=[CH:29][CH:30]=[CH:31][CH:32]=3)[C:27]3[C:22]2=[CH:23][CH:24]=[CH:25][CH:26]=3)=[O:18])[CH2:9]1)=[O:7])([CH3:4])[CH3:3].C1(P(Cl)(C2C=CC=CC=2)=O)C=CC=CC=1.CCN(CC)CC.[F:56][C:57]1[CH:58]=[C:59]([Mg]Br)[CH:60]=[CH:61][CH:62]=1.P([O-])([O-])([O-])=O.Cl. Product: [CH:27]1[C:22]2[CH:21]([CH2:20][O:19][C:17]([NH:16][C@H:10]3[CH2:9][N:8]([C:6]([O:5][C:2]([CH3:1])([CH3:3])[CH3:4])=[O:7])[C@H:12]([C:13](=[O:15])[C:61]4[CH:60]=[CH:59][CH:58]=[C:57]([F:56])[CH:62]=4)[CH2:11]3)=[O:18])[C:33]3[C:28](=[CH:29][CH:30]=[CH:31][CH:32]=3)[C:23]=2[CH:24]=[CH:25][CH:26]=1. The catalyst class is: 91. (5) Reactant: [Br:1][C:2]1[C:11]2[C:6](=[CH:7][CH:8]=[CH:9][CH:10]=2)[C:5]([C:12]2[CH:17]=[CH:16][C:15]([Cl:18])=[CH:14][CH:13]=2)=[C:4]([CH:19]([O:22][Si:23]([C:26]([CH3:29])([CH3:28])[CH3:27])([CH3:25])[CH3:24])[CH:20]=[O:21])[C:3]=1[CH3:30].CC(=CC)C.P([O-])(O)(O)=[O:37].[Na+].Cl([O-])=O.[Na+].OS([O-])(=O)=O.[Na+]. Product: [Br:1][C:2]1[C:11]2[C:6](=[CH:7][CH:8]=[CH:9][CH:10]=2)[C:5]([C:12]2[CH:13]=[CH:14][C:15]([Cl:18])=[CH:16][CH:17]=2)=[C:4]([CH:19]([O:22][Si:23]([C:26]([CH3:27])([CH3:29])[CH3:28])([CH3:24])[CH3:25])[C:20]([OH:37])=[O:21])[C:3]=1[CH3:30]. The catalyst class is: 2.